This data is from Forward reaction prediction with 1.9M reactions from USPTO patents (1976-2016). The task is: Predict the product of the given reaction. (1) Given the reactants [Br:1][C:2]1[NH:10][C:9]2[C:8](=[O:11])[N:7]([CH3:12])[C:6](=[O:13])[N:5]([CH3:14])[C:4]=2[N:3]=1.BrC1C=C(C=CC=1)CN1C2C(=O)N(C)C(=O)N(C)C=2N=C1S.C(=O)([O-])[O-].[K+].[K+].[CH3:43][Si:44]([CH3:51])([CH3:50])[CH2:45][CH2:46][O:47][CH2:48]Cl, predict the reaction product. The product is: [Br:1][C:2]1[N:10]([CH2:48][O:47][CH2:46][CH2:45][Si:44]([CH3:51])([CH3:50])[CH3:43])[C:9]2[C:8](=[O:11])[N:7]([CH3:12])[C:6](=[O:13])[N:5]([CH3:14])[C:4]=2[N:3]=1. (2) Given the reactants [O:1]1[CH:5]=C[CH:3]=[CH:2]1.[CH2:6]1[CH2:16][CH2:15]N2[C:9](=NCCC2)[CH2:8][CH2:7]1.[O:17]1CCCC1.[OH2:22], predict the reaction product. The product is: [CH3:15][C:16]1[O:22][C:8]([C:9]([O:1][CH3:5])=[O:17])=[CH:7][CH:6]=1.[CH3:15][C:16]1[O:22][C:8]([C:9]([O:1][CH2:2][CH3:3])=[O:17])=[CH:7][CH:6]=1. (3) Given the reactants [Br:1][C:2]1[C:12]([OH:13])=[CH:11][C:5]([C:6]([O:8][CH2:9][CH3:10])=[O:7])=[C:4]([F:14])[CH:3]=1.C(=O)([O-])[O-].[K+].[K+].[CH2:21](I)[CH3:22], predict the reaction product. The product is: [Br:1][C:2]1[C:12]([O:13][CH2:21][CH3:22])=[CH:11][C:5]([C:6]([O:8][CH2:9][CH3:10])=[O:7])=[C:4]([F:14])[CH:3]=1. (4) The product is: [CH3:1][C:2]1[N:6]([C:7]2[CH:12]=[CH:11][C:10]([C:13]([F:16])([F:15])[F:14])=[CH:9][N:8]=2)[N:5]=[CH:4][C:3]=1[C:17]([NH2:27])=[O:19]. Given the reactants [CH3:1][C:2]1[N:6]([C:7]2[CH:12]=[CH:11][C:10]([C:13]([F:16])([F:15])[F:14])=[CH:9][N:8]=2)[N:5]=[CH:4][C:3]=1[C:17]([OH:19])=O.C(Cl)(=O)C(Cl)=O.C[N:27](C)C=O.[NH4+].[OH-], predict the reaction product. (5) The product is: [NH2:19][C:15]1[N:14]=[C:13]([C:12]2[S:11][C:10]([C:20]([CH3:21])([CH3:23])[CH3:22])=[N:9][C:8]=2[C:4]2[C:3]([F:24])=[C:2]([NH:1][S:30]([C:26]3[S:25][CH:29]=[CH:28][CH:27]=3)(=[O:32])=[O:31])[CH:7]=[CH:6][CH:5]=2)[CH:18]=[CH:17][N:16]=1. Given the reactants [NH2:1][C:2]1[C:3]([F:24])=[C:4]([C:8]2[N:9]=[C:10]([C:20]([CH3:23])([CH3:22])[CH3:21])[S:11][C:12]=2[C:13]2[CH:18]=[CH:17][N:16]=[C:15]([NH2:19])[N:14]=2)[CH:5]=[CH:6][CH:7]=1.[S:25]1[CH:29]=[CH:28][CH:27]=[C:26]1[S:30](Cl)(=[O:32])=[O:31], predict the reaction product. (6) The product is: [CH2:19]([O:26][C:27]1[CH:28]=[CH:29][C:30]([O:39][CH:40]([CH3:44])[CH2:41][O:42][CH3:43])=[C:31]([C:33]2[NH:37][N:36]=[C:35]([O:38][CH2:52][CH2:51][C:50]3[S:49][CH:48]=[N:47][C:46]=3[CH3:45])[CH:34]=2)[CH:32]=1)[C:20]1[CH:21]=[CH:22][CH:23]=[CH:24][CH:25]=1. Given the reactants C1CCN(C(N=NC(N2CCCCC2)=O)=O)CC1.[CH2:19]([O:26][C:27]1[CH:28]=[CH:29][C:30]([O:39][CH:40]([CH3:44])[CH2:41][O:42][CH3:43])=[C:31]([C:33]2[NH:37][N:36]=[C:35]([OH:38])[CH:34]=2)[CH:32]=1)[C:20]1[CH:25]=[CH:24][CH:23]=[CH:22][CH:21]=1.[CH3:45][C:46]1[N:47]=[CH:48][S:49][C:50]=1[CH2:51][CH2:52]O.C(P(CCCC)CCCC)CCC, predict the reaction product. (7) Given the reactants C([O:8][CH2:9][CH:10]1[CH2:14][N:13]([C:15]2[C:19]([N+:20]([O-])=O)=[CH:18][N:17]([CH3:23])[N:16]=2)[C:12](=[O:24])[C:11]1([CH3:26])[CH3:25])C1C=CC=CC=1.[C:27](O[C:27]([O:29][C:30]([CH3:33])([CH3:32])[CH3:31])=[O:28])([O:29][C:30]([CH3:33])([CH3:32])[CH3:31])=[O:28], predict the reaction product. The product is: [OH:8][CH2:9][CH:10]1[CH2:14][N:13]([C:15]2[C:19]([NH:20][C:27](=[O:28])[O:29][C:30]([CH3:33])([CH3:32])[CH3:31])=[CH:18][N:17]([CH3:23])[N:16]=2)[C:12](=[O:24])[C:11]1([CH3:25])[CH3:26].